Dataset: Forward reaction prediction with 1.9M reactions from USPTO patents (1976-2016). Task: Predict the product of the given reaction. (1) Given the reactants [CH2:1]([C:3]1[C:4]([NH:17][C:18]2[CH:23]=[CH:22][C:21]([CH2:24][C:25]([O:27][CH2:28][CH3:29])=[O:26])=[CH:20][CH:19]=2)=[N:5][C:6]([C:10]2[S:11][C:12](SC)=[CH:13][CH:14]=2)=[N:7][C:8]=1[CH3:9])[CH3:2].Cl[C:31]1C=CC=C(C(OO)=O)C=1.[S:41]([O-:44])([O-])=[O:42].[Na+].[Na+].O, predict the reaction product. The product is: [CH2:1]([C:3]1[C:4]([NH:17][C:18]2[CH:19]=[CH:20][C:21]([CH2:24][C:25]([O:27][CH2:28][CH3:29])=[O:26])=[CH:22][CH:23]=2)=[N:5][C:6]([C:10]2[S:11][C:12]([S:41]([CH3:31])(=[O:44])=[O:42])=[CH:13][CH:14]=2)=[N:7][C:8]=1[CH3:9])[CH3:2]. (2) Given the reactants [F-:1].[K+].[F:3][C:4]1[CH:5]=[C:6]2[C:10](=[C:11](I)[CH:12]=1)[C:9](=[O:14])[N:8]([CH2:15][C:16]1[CH:21]=[CH:20][C:19]([O:22][C:23]([F:26])([F:25])[F:24])=[CH:18][CH:17]=1)[CH2:7]2.COC(=O)[C:30](Cl)([F:32])[F:31], predict the reaction product. The product is: [F:3][C:4]1[CH:5]=[C:6]2[C:10](=[C:11]([C:30]([F:32])([F:1])[F:31])[CH:12]=1)[C:9](=[O:14])[N:8]([CH2:15][C:16]1[CH:21]=[CH:20][C:19]([O:22][C:23]([F:26])([F:25])[F:24])=[CH:18][CH:17]=1)[CH2:7]2. (3) Given the reactants [CH2:1]([N:8]([CH3:27])[C:9]([CH:11]1[C:23]2[C:22]3[C:17](=[CH:18][CH:19]=[CH:20][CH:21]=3)[N:16]([CH2:24][CH2:25][OH:26])[C:15]=2[CH2:14][CH2:13][CH2:12]1)=[O:10])[C:2]1[CH:7]=[CH:6][CH:5]=[CH:4][CH:3]=1.N1C=CC=CC=1.[CH3:34][S:35](Cl)(=[O:37])=[O:36], predict the reaction product. The product is: [CH2:1]([N:8]([CH3:27])[C:9]([CH:11]1[C:23]2[C:22]3[C:17](=[CH:18][CH:19]=[CH:20][CH:21]=3)[N:16]([CH2:24][CH2:25][O:26][S:35]([CH3:34])(=[O:37])=[O:36])[C:15]=2[CH2:14][CH2:13][CH2:12]1)=[O:10])[C:2]1[CH:3]=[CH:4][CH:5]=[CH:6][CH:7]=1. (4) Given the reactants CS(C)=O.[Br:5][C:6]1[C:7]([Cl:25])=[C:8]([C:17]2[C:22]([F:23])=[CH:21][CH:20]=[CH:19][C:18]=2[Cl:24])[C:9]([Cl:16])=[N:10][C:11]=1S(C)(=O)=O.[K].[C:27](#[N:29])C, predict the reaction product. The product is: [Br:5][C:6]1[C:7]([Cl:25])=[C:8]([C:17]2[C:22]([F:23])=[CH:21][CH:20]=[CH:19][C:18]=2[Cl:24])[C:9]([Cl:16])=[N:10][C:11]=1[C:27]#[N:29]. (5) Given the reactants [CH3:1][C:2]1([C:13]([O:15]CC(C)C)=[O:14])[CH2:7][CH2:6][CH:5]([O:8][CH2:9][CH2:10][O:11][CH3:12])[CH2:4][CH2:3]1.[OH-].[Na+], predict the reaction product. The product is: [CH3:1][C:2]1([C:13]([OH:15])=[O:14])[CH2:3][CH2:4][CH:5]([O:8][CH2:9][CH2:10][O:11][CH3:12])[CH2:6][CH2:7]1. (6) Given the reactants [H-].[H-].[H-].[H-].[Li+].[Al+3].[Br:7][C:8]1[CH:16]=[CH:15][CH:14]=[C:13]2[C:9]=1[C:10]([CH:17]=O)=[CH:11][NH:12]2, predict the reaction product. The product is: [Br:7][C:8]1[CH:16]=[CH:15][CH:14]=[C:13]2[C:9]=1[C:10]([CH3:17])=[CH:11][NH:12]2. (7) Given the reactants Cl.Cl.COC(=O)[C@@H:6]([NH:23][C:24]([C@@H:26]1[CH2:35][C:34]2[CH:33]=[C:32]3[O:36][CH2:37][C@H:38]([C:40]4[CH:45]=[CH:44][C:43]([O:46][CH2:47][CH:48]5[CH2:53][CH2:52][CH2:51][CH2:50][CH2:49]5)=[CH:42][CH:41]=4)[O:39][C:31]3=[CH:30][C:29]=2[CH2:28][NH:27]1)=[O:25])[CH2:7][C:8]1[CH:13]=[CH:12][C:11]([O:14][C:15]2[CH:20]=[CH:19][N:18]=[C:17]([CH3:21])[C:16]=2[CH3:22])=[CH:10][CH:9]=1.Cl[C:56]([C:58]1[CH:59]=[C:60]([O:64]C(=O)C)[CH:61]=[CH:62][CH:63]=1)=[O:57].[C:68]([O-:71])(O)=[O:69].[Na+], predict the reaction product. The product is: [CH:48]1([CH2:47][O:46][C:43]2[CH:42]=[CH:41][C:40]([C@H:38]3[CH2:37][O:36][C:32]4=[CH:33][C:34]5[CH2:35][C@@H:26]([C:24]([NH:23][C@@H:6]([CH2:7][C:8]6[CH:9]=[CH:10][C:11]([O:14][C:15]7[CH:20]=[CH:19][N:18]=[C:17]([CH3:21])[C:16]=7[CH3:22])=[CH:12][CH:13]=6)[C:68]([OH:71])=[O:69])=[O:25])[N:27]([C:56](=[O:57])[C:58]6[CH:63]=[CH:62][CH:61]=[C:60]([OH:64])[CH:59]=6)[CH2:28][C:29]=5[CH:30]=[C:31]4[O:39]3)=[CH:45][CH:44]=2)[CH2:53][CH2:52][CH2:51][CH2:50][CH2:49]1.